Dataset: Catalyst prediction with 721,799 reactions and 888 catalyst types from USPTO. Task: Predict which catalyst facilitates the given reaction. Reactant: [CH:1]1[C:11]2[CH2:10][C:9]3([CH2:15][CH2:14][CH:13]([N:16]([CH3:26])[CH2:17][CH2:18][C:19]([CH3:25])([CH3:24])[C:20]([O:22]C)=[O:21])[CH2:12]3)[C:8]3[CH:27]=[CH:28][CH:29]=[CH:30][C:7]=3[CH2:6][C:5]=2[CH:4]=[CH:3][CH:2]=1.[OH-].[K+]. Product: [CH:1]1[C:11]2[CH2:10][C:9]3([CH2:15][CH2:14][CH:13]([N:16]([CH3:26])[CH2:17][CH2:18][C:19]([CH3:25])([CH3:24])[C:20]([OH:22])=[O:21])[CH2:12]3)[C:8]3[CH:27]=[CH:28][CH:29]=[CH:30][C:7]=3[CH2:6][C:5]=2[CH:4]=[CH:3][CH:2]=1. The catalyst class is: 24.